This data is from Forward reaction prediction with 1.9M reactions from USPTO patents (1976-2016). The task is: Predict the product of the given reaction. (1) Given the reactants [CH3:1][C:2]1[N:6]([CH2:7][C:8]2[CH:13]=[CH:12][CH:11]=[C:10]([N:14]3[CH2:19][CH2:18][CH:17]([S:20]([CH3:23])(=[O:22])=[O:21])[CH2:16][CH2:15]3)[CH:9]=2)[N:5]=[C:4]([C:24]2[O:28][N:27]=[C:26]([C:29]3[CH:34]=[CH:33][C:32]([O:35][C:36]([F:39])([F:38])[F:37])=[CH:31][CH:30]=3)[N:25]=2)[N:3]=1.[CH3:40][S:41]([OH:44])(=[O:43])=[O:42], predict the reaction product. The product is: [CH3:40][S:41]([O-:44])(=[O:43])=[O:42].[CH3:1][C:2]1[N:6]([CH2:7][C:8]2[CH:9]=[C:10]([NH+:14]3[CH2:19][CH2:18][CH:17]([S:20]([CH3:23])(=[O:21])=[O:22])[CH2:16][CH2:15]3)[CH:11]=[CH:12][CH:13]=2)[N:5]=[C:4]([C:24]2[O:28][N:27]=[C:26]([C:29]3[CH:30]=[CH:31][C:32]([O:35][C:36]([F:38])([F:37])[F:39])=[CH:33][CH:34]=3)[N:25]=2)[N:3]=1. (2) Given the reactants C(B(CC)[C:4]1[CH:5]=[N:6][CH:7]=[CH:8][CH:9]=1)C.Br[C:13]1[CH:14]=[C:15]([CH:17]=[CH:18][CH:19]=1)[NH2:16].C(=O)([O-])[O-].[K+].[K+], predict the reaction product. The product is: [N:6]1[CH:7]=[CH:8][CH:9]=[C:4]([C:13]2[CH:14]=[C:15]([CH:17]=[CH:18][CH:19]=2)[NH2:16])[CH:5]=1. (3) Given the reactants C(OC([N:8]1[CH2:13][CH2:12][N:11]([CH2:14][C:15]2[CH:20]=[CH:19][CH:18]=[C:17]([C:21]3[CH:26]=[CH:25][N:24]=[C:23](Cl)[N:22]=3)[CH:16]=2)[C@@H:10]([CH3:28])[CH2:9]1)=O)(C)(C)C.[NH2:29][CH2:30][CH2:31][C:32]1[CH:37]=[CH:36][C:35]([OH:38])=[C:34]([CH3:39])[CH:33]=1, predict the reaction product. The product is: [CH3:39][C:34]1[CH:33]=[C:32]([CH2:31][CH2:30][NH:29][C:23]2[N:22]=[C:21]([C:17]3[CH:18]=[CH:19][CH:20]=[C:15]([CH2:14][N:11]4[CH2:12][CH2:13][NH:8][CH2:9][C@@H:10]4[CH3:28])[CH:16]=3)[CH:26]=[CH:25][N:24]=2)[CH:37]=[CH:36][C:35]=1[OH:38].